From a dataset of Catalyst prediction with 721,799 reactions and 888 catalyst types from USPTO. Predict which catalyst facilitates the given reaction. Reactant: [NH2:1][C:2]1[CH:3]=[CH:4][CH:5]=[C:6]2[C:10]=1[C:9](=[O:11])[N:8]([C@@H:12]([C:18]1[CH:23]=[CH:22][C:21]([O:24][CH3:25])=[C:20]([O:26][CH2:27][CH3:28])[CH:19]=1)[CH2:13][S:14]([CH3:17])(=[O:16])=[O:15])[CH2:7]2.[CH3:29][O:30][CH2:31][C:32](Cl)=[O:33].C[OH:36]. Product: [CH2:27]([O:26][C:20]1[CH:19]=[C:18]([C@H:12]([N:8]2[C:9](=[O:11])[C:10]3[C:6](=[CH:5][CH:4]=[CH:3][C:2]=3[NH:1][C:32](=[O:33])[CH2:31][O:30][CH3:29])[C:7]2=[O:36])[CH2:13][S:14]([CH3:17])(=[O:15])=[O:16])[CH:23]=[CH:22][C:21]=1[O:24][CH3:25])[CH3:28]. The catalyst class is: 1.